The task is: Predict which catalyst facilitates the given reaction.. This data is from Catalyst prediction with 721,799 reactions and 888 catalyst types from USPTO. (1) Reactant: C([O:4][CH2:5][C:6]1[O:10][N:9]=[C:8]([C:11]2[CH:16]=[CH:15][C:14]([CH2:17][CH2:18][CH2:19][CH2:20][CH2:21][CH2:22][CH3:23])=[CH:13][CH:12]=2)[N:7]=1)(=O)C.C(=O)([O-])[O-].[K+].[K+]. Product: [CH2:17]([C:14]1[CH:15]=[CH:16][C:11]([C:8]2[N:7]=[C:6]([CH2:5][OH:4])[O:10][N:9]=2)=[CH:12][CH:13]=1)[CH2:18][CH2:19][CH2:20][CH2:21][CH2:22][CH3:23]. The catalyst class is: 24. (2) Reactant: C([O:3][C:4](=[O:29])[CH2:5][C:6]1[N:14]2[C:9]([CH:10]=[C:11]([Cl:15])[CH:12]=[CH:13]2)=[C:8]([CH2:16][C:17]2[CH:26]=[CH:25][C:24]3[C:19](=[CH:20][CH:21]=[C:22]([F:27])[CH:23]=3)[N:18]=2)[C:7]=1[CH3:28])C.[OH-].[Li+]. Product: [Cl:15][C:11]1[CH:12]=[CH:13][N:14]2[C:9]([CH:10]=1)=[C:8]([CH2:16][C:17]1[CH:26]=[CH:25][C:24]3[C:19](=[CH:20][CH:21]=[C:22]([F:27])[CH:23]=3)[N:18]=1)[C:7]([CH3:28])=[C:6]2[CH2:5][C:4]([OH:29])=[O:3]. The catalyst class is: 7. (3) Reactant: Br[CH2:2][C:3]1[CH:8]=[CH:7][C:6]([N:9]2[CH2:14][CH2:13][N:12]([CH2:15][CH3:16])[CH2:11][CH2:10]2)=[CH:5][C:4]=1[Cl:17].[CH3:18][C:19]1[N:24]=[C:23]([SH:25])[N:22]=[C:21]([OH:26])[CH:20]=1.C(N(CC)CC)C. Product: [Cl:17][C:4]1[CH:5]=[C:6]([N:9]2[CH2:14][CH2:13][N:12]([CH2:15][CH3:16])[CH2:11][CH2:10]2)[CH:7]=[CH:8][C:3]=1[CH2:2][S:25][C:23]1[N:22]=[C:21]([OH:26])[CH:20]=[C:19]([CH3:18])[N:24]=1. The catalyst class is: 8. (4) Reactant: [Br:1][C:2]1[CH:7]=[CH:6][CH:5]=[CH:4][C:3]=1[C@H:8]([OH:10])[CH3:9].S(C1C=CC([N+]([O-])=O)=CC=1)(O[CH2:15][C@@H:16]1[O:18][CH2:17]1)(=O)=O.[H-].[Na+].C(O)(=O)CC(CC(O)=O)(C(O)=O)O. Product: [Br:1][C:2]1[CH:7]=[CH:6][CH:5]=[CH:4][C:3]=1[C@H:8]([O:10][CH2:15][C@H:16]1[CH2:17][O:18]1)[CH3:9]. The catalyst class is: 9. (5) Reactant: Cl[C:2]1[N:19]=[C:5]2[CH:6]=[CH:7][C:8]([S:10]([C:13]3[CH:18]=[CH:17][CH:16]=[CH:15][CH:14]=3)(=[O:12])=[O:11])=[CH:9][N:4]2[N:3]=1.[Br:20][C:21]1[CH:26]=[CH:25][C:24]([CH2:27][NH2:28])=[CH:23][CH:22]=1. Product: [Br:20][C:21]1[CH:26]=[CH:25][C:24]([CH2:27][NH:28][C:2]2[N:19]=[C:5]3[CH:6]=[CH:7][C:8]([S:10]([C:13]4[CH:18]=[CH:17][CH:16]=[CH:15][CH:14]=4)(=[O:12])=[O:11])=[CH:9][N:4]3[N:3]=2)=[CH:23][CH:22]=1. The catalyst class is: 5. (6) Reactant: [C:1]1([N:7]2[C:11](=[O:12])[CH:10]=[C:9]([C:13]([F:16])([F:15])[F:14])[NH:8]2)[CH:6]=[CH:5][CH:4]=[CH:3][CH:2]=1.[F:17][C:18]([F:26])([F:25])[C:19](=[O:24])[C:20]([O:22][CH3:23])=[O:21]. Product: [CH3:23][O:22][C:20](=[O:21])[C:19]([OH:24])([C:18]([F:26])([F:25])[F:17])[C:10]1[C:11](=[O:12])[N:7]([C:1]2[CH:2]=[CH:3][CH:4]=[CH:5][CH:6]=2)[NH:8][C:9]=1[C:13]([F:15])([F:16])[F:14]. The catalyst class is: 22. (7) Reactant: CCN(S(F)(F)[F:7])CC.O[CH:11]([C:13]1[CH:31]=[C:16]2[C:17]([C:23]3[CH:24]([CH3:30])[CH2:25][C:26](=[O:29])[NH:27][N:28]=3)=[CH:18][CH:19]=[C:20]([O:21][CH3:22])[N:15]2[N:14]=1)[CH3:12]. Product: [F:7][CH:11]([C:13]1[CH:31]=[C:16]2[C:17]([C:23]3[CH:24]([CH3:30])[CH2:25][C:26](=[O:29])[NH:27][N:28]=3)=[CH:18][CH:19]=[C:20]([O:21][CH3:22])[N:15]2[N:14]=1)[CH3:12]. The catalyst class is: 22.